From a dataset of Forward reaction prediction with 1.9M reactions from USPTO patents (1976-2016). Predict the product of the given reaction. (1) Given the reactants Br[CH2:2][CH2:3][O:4][C@H:5]1[C@H:9]([OH:10])[CH2:8][N:7]([C:11]([O:13][CH2:14][C:15]2[CH:20]=[CH:19][CH:18]=[CH:17][CH:16]=2)=[O:12])[CH2:6]1.[OH-].[K+], predict the reaction product. The product is: [O:4]1[C@@H:5]2[CH2:6][N:7]([C:11]([O:13][CH2:14][C:15]3[CH:20]=[CH:19][CH:18]=[CH:17][CH:16]=3)=[O:12])[CH2:8][C@H:9]2[O:10][CH2:2][CH2:3]1. (2) Given the reactants [O:1]1[CH2:6][CH2:5][CH:4]([NH2:7])[CH2:3][CH2:2]1.C(N(CC)CC)C.[F:15][C:16]1[CH:21]=[C:20]([S:22][C:23]([F:26])([F:25])[F:24])[CH:19]=[CH:18][C:17]=1[N:27]([CH3:31])[C:28](Cl)=[O:29], predict the reaction product. The product is: [F:15][C:16]1[CH:21]=[C:20]([S:22][C:23]([F:26])([F:25])[F:24])[CH:19]=[CH:18][C:17]=1[N:27]([CH3:31])[C:28]([NH:7][CH:4]1[CH2:5][CH2:6][O:1][CH2:2][CH2:3]1)=[O:29]. (3) Given the reactants [C:1]1([N:7]([C:17]2[CH:22]=[CH:21][CH:20]=[CH:19][CH:18]=2)[C:8]2[C:13]([OH:14])=[C:12]([CH:15]=O)[CH:11]=[CH:10][N:9]=2)[CH:6]=[CH:5][CH:4]=[CH:3][CH:2]=1.C(O)C(F)(F)F.[Cl:29][C:30]1[CH:31]=[C:32]([CH:34]=[CH:35][C:36]=1[F:37])[NH2:33], predict the reaction product. The product is: [Cl:29][C:30]1[CH:31]=[C:32]([N:33]=[CH:15][C:12]2[CH:11]=[CH:10][N:9]=[C:8]([N:7]([C:17]3[CH:22]=[CH:21][CH:20]=[CH:19][CH:18]=3)[C:1]3[CH:6]=[CH:5][CH:4]=[CH:3][CH:2]=3)[C:13]=2[OH:14])[CH:34]=[CH:35][C:36]=1[F:37]. (4) Given the reactants C([O:3][C:4]([C:6]1([CH3:27])[CH2:11][CH2:10][N:9]([C:12]2[CH2:26][C:15]3([CH2:18][N:17]([C:19](OC(C)(C)C)=O)[CH2:16]3)[O:14][N:13]=2)[CH2:8][CH2:7]1)=[O:5])C.[CH:28]1([C:31]2[C:32]([N:41]3[CH2:46][CH2:45][CH:44]([F:47])[CH2:43][CH2:42]3)=[CH:33][C:34]([O:39][CH3:40])=[C:35]([CH:38]=2)C=O)[CH2:30][CH2:29]1, predict the reaction product. The product is: [CH:28]1([C:31]2[C:32]([N:41]3[CH2:42][CH2:43][CH:44]([F:47])[CH2:45][CH2:46]3)=[CH:33][C:34]([O:39][CH3:40])=[C:35]([CH:38]=2)[CH2:19][N:17]2[CH2:18][C:15]3([CH2:26][C:12]([N:9]4[CH2:8][CH2:7][C:6]([CH3:27])([C:4]([OH:3])=[O:5])[CH2:11][CH2:10]4)=[N:13][O:14]3)[CH2:16]2)[CH2:29][CH2:30]1. (5) Given the reactants CS(O[CH2:6][CH2:7][O:8][C:9]1[C:17]2[C:12](=[N:13][CH:14]=[N:15][C:16]=2[NH:18][C:19]2[CH:24]=[CH:23][C:22]([O:25][CH2:26][C:27]3[CH:32]=[CH:31][CH:30]=[CH:29][N:28]=3)=[C:21]([O:33][CH3:34])[CH:20]=2)[NH:11][N:10]=1)(=O)=O.[CH3:35][N:36]1[CH2:41][CH2:40][NH:39][CH2:38][CH2:37]1, predict the reaction product. The product is: [CH3:34][O:33][C:21]1[CH:20]=[C:19]([NH:18][C:16]2[N:15]=[CH:14][N:13]=[C:12]3[NH:11][N:10]=[C:9]([O:8][CH2:7][CH2:6][N:39]4[CH2:40][CH2:41][N:36]([CH3:35])[CH2:37][CH2:38]4)[C:17]=23)[CH:24]=[CH:23][C:22]=1[O:25][CH2:26][C:27]1[CH:32]=[CH:31][CH:30]=[CH:29][N:28]=1.